The task is: Predict the product of the given reaction.. This data is from Forward reaction prediction with 1.9M reactions from USPTO patents (1976-2016). (1) Given the reactants C([O:3][C:4](=[O:36])[C:5]([O:8][C:9]1[CH:14]=[CH:13][CH:12]=[C:11]([O:15][CH2:16][CH2:17][C:18]2[N:19]=[C:20]([C:24]3[CH:29]=[CH:28][C:27]([C:30]4[CH:35]=[CH:34][CH:33]=[CH:32][CH:31]=4)=[CH:26][CH:25]=3)[O:21][C:22]=2[CH3:23])[CH:10]=1)([CH3:7])[CH3:6])C.[OH-].[Na+], predict the reaction product. The product is: [C:27]1([C:30]2[CH:35]=[CH:34][CH:33]=[CH:32][CH:31]=2)[CH:26]=[CH:25][C:24]([C:20]2[O:21][C:22]([CH3:23])=[C:18]([CH2:17][CH2:16][O:15][C:11]3[CH:10]=[C:9]([CH:14]=[CH:13][CH:12]=3)[O:8][C:5]([CH3:7])([CH3:6])[C:4]([OH:36])=[O:3])[N:19]=2)=[CH:29][CH:28]=1. (2) Given the reactants C[O:2][C:3]([C@@H:5]1[C@H:9]([N:10]=[N+:11]=[N-:12])[CH2:8][CH2:7][N:6]1[C:13]([O:15][C:16]([CH3:19])([CH3:18])[CH3:17])=[O:14])=[O:4].[Li+].[OH-], predict the reaction product. The product is: [C:16]([O:15][C:13]([N:6]1[CH2:7][CH2:8][C@@H:9]([N:10]=[N+:11]=[N-:12])[C@H:5]1[C:3]([OH:4])=[O:2])=[O:14])([CH3:19])([CH3:17])[CH3:18]. (3) Given the reactants C[O:2][C:3](=[O:24])[CH:4]=[CH:5][C:6]1[CH:14]=[C:13]2[C:9]([C:10]([S:15]([C:18]3[CH:23]=[CH:22][CH:21]=[CH:20][CH:19]=3)(=[O:17])=[O:16])=[CH:11][NH:12]2)=[CH:8][CH:7]=1.[OH-].[Li+].Cl, predict the reaction product. The product is: [C:18]1([S:15]([C:10]2[C:9]3[C:13](=[CH:14][C:6]([CH:5]=[CH:4][C:3]([OH:24])=[O:2])=[CH:7][CH:8]=3)[NH:12][CH:11]=2)(=[O:17])=[O:16])[CH:19]=[CH:20][CH:21]=[CH:22][CH:23]=1. (4) Given the reactants C(N(CC)CC)C.[NH2:8][C:9]1[N:10]=[C:11]([C:26]2[CH:31]=[CH:30][CH:29]=[CH:28][CH:27]=2)[C:12]([C:16]2[CH:17]=[CH:18][C:19](=[O:25])[N:20]([CH:22]([CH3:24])[CH3:23])[N:21]=2)=[N:13][C:14]=1Br.[C:32]([C:34]1[CH:39]=[CH:38][CH:37]=[CH:36][N:35]=1)#[CH:33].O, predict the reaction product. The product is: [NH2:8][C:9]1[N:10]=[C:11]([C:26]2[CH:31]=[CH:30][CH:29]=[CH:28][CH:27]=2)[C:12]([C:16]2[CH:17]=[CH:18][C:19](=[O:25])[N:20]([CH:22]([CH3:24])[CH3:23])[N:21]=2)=[N:13][C:14]=1[C:33]#[C:32][C:34]1[CH:39]=[CH:38][CH:37]=[CH:36][N:35]=1.